From a dataset of Full USPTO retrosynthesis dataset with 1.9M reactions from patents (1976-2016). Predict the reactants needed to synthesize the given product. (1) Given the product [CH2:1]([O:3][C:4](=[O:38])[C:5]1[CH:10]=[CH:9][CH:8]=[C:7]([N:11]2[C:15]([CH3:16])=[CH:14][CH:13]=[C:12]2[C:17]2[CH:22]=[C:21]([Br:23])[CH:20]=[CH:19][C:18]=2[O:24][CH2:25][C:26]2[CH:31]=[CH:30][C:29]([Br:46])=[CH:28][CH:27]=2)[CH:6]=1)[CH3:2], predict the reactants needed to synthesize it. The reactants are: [CH2:1]([O:3][C:4](=[O:38])[C:5]1[CH:10]=[CH:9][CH:8]=[C:7]([N:11]2[C:15]([CH3:16])=[CH:14][CH:13]=[C:12]2[C:17]2[CH:22]=[C:21]([Br:23])[CH:20]=[CH:19][C:18]=2[O:24][CH2:25][C:26]2[CH:31]=[CH:30][C:29](C3C=CC=CC=3)=[CH:28][CH:27]=2)[CH:6]=1)[CH3:2].C([Br:46])C1C=CC=CC=1. (2) Given the product [N:14]1[CH:15]=[CH:16][CH:17]=[CH:18][C:13]=1[C:11]1[N:12]=[C:8]([C:5]2[CH:6]=[CH:7][C:2]([N:25]3[C:29]4[CH:30]=[CH:31][CH:32]=[CH:33][C:28]=4[N:27]=[CH:26]3)=[CH:3][CH:4]=2)[N:9]([C:19]2[CH:20]=[N:21][CH:22]=[CH:23][CH:24]=2)[CH:10]=1, predict the reactants needed to synthesize it. The reactants are: I[C:2]1[CH:7]=[CH:6][C:5]([C:8]2[N:9]([C:19]3[CH:20]=[N:21][CH:22]=[CH:23][CH:24]=3)[CH:10]=[C:11]([C:13]3[CH:18]=[CH:17][CH:16]=[CH:15][N:14]=3)[N:12]=2)=[CH:4][CH:3]=1.[N:25]1[C:29]2[CH:30]=[CH:31][CH:32]=[CH:33][C:28]=2[NH:27][CH:26]=1.C([O-])([O-])=O.[Cs+].[Cs+].[C@@H]1(N)CCCC[C@H]1N. (3) Given the product [CH:22]1([CH2:26][O:18][C:7]2[C:6]3[C:11](=[CH:12][CH:13]=[C:4]([F:3])[C:5]=3[N+:19]([O-:21])=[O:20])[NH:10][C:9](=[O:14])[C:8]=2[CH2:15][CH2:16][CH3:17])[CH2:25][CH2:24][CH2:23]1, predict the reactants needed to synthesize it. The reactants are: [H-].[Na+].[F:3][C:4]1[C:5]([N+:19]([O-:21])=[O:20])=[C:6]2[C:11](=[CH:12][CH:13]=1)[NH:10][C:9](=[O:14])[C:8]([CH2:15][CH2:16][CH3:17])=[C:7]2[OH:18].[CH:22]1([CH2:26]CBr)[CH2:25][CH2:24][CH2:23]1. (4) The reactants are: [Cl:1][C:2]1[S:6][C:5]([C:7]([OH:9])=O)=[CH:4][CH:3]=1.[CH2:10]([O:12][CH:13]([O:16][CH2:17][CH3:18])[CH2:14][NH2:15])[CH3:11].Cl.CN(C)CCCN=C=NCC. Given the product [CH2:10]([O:12][CH:13]([O:16][CH2:17][CH3:18])[CH2:14][NH:15][C:7]([C:5]1[S:6][C:2]([Cl:1])=[CH:3][CH:4]=1)=[O:9])[CH3:11], predict the reactants needed to synthesize it. (5) Given the product [CH3:25][NH:7][C:8]1[C:9]2[N:10]([C:14]([C:17]3[CH:22]=[CH:21][N:20]=[C:19]([NH:27][C:28]4[CH:33]=[CH:32][CH:31]=[CH:30][CH:29]=4)[N:18]=3)=[CH:15][N:16]=2)[CH:11]=[CH:12][N:13]=1, predict the reactants needed to synthesize it. The reactants are: C(OC(=O)[N:7]([CH3:25])[C:8]1[C:9]2[N:10]([C:14]([C:17]3[CH:22]=[CH:21][N:20]=[C:19](SC)[N:18]=3)=[CH:15][N:16]=2)[CH:11]=[CH:12][N:13]=1)(C)(C)C.[NH2:27][C:28]1[CH:33]=[CH:32][CH:31]=[CH:30][CH:29]=1.